This data is from Reaction yield outcomes from USPTO patents with 853,638 reactions. The task is: Predict the reaction yield, written as a fraction of the theoretical maximum amount of product (1.0 means a 100% yield; for example, 0.34 means a 34% yield). (1) The reactants are [NH2:1][C:2]1[CH:7]=[CH:6][C:5]([C:8]([CH3:11])([CH3:10])[CH3:9])=[CH:4][C:3]=1[C:12]1[CH:17]=[CH:16][CH:15]=[C:14]([C:18]([CH3:21])([CH3:20])[CH3:19])[CH:13]=1.[CH:22](O)=[O:23]. The catalyst is O. The product is [CH:22]([NH:1][C:2]1[CH:7]=[CH:6][C:5]([C:8]([CH3:9])([CH3:10])[CH3:11])=[CH:4][C:3]=1[C:12]1[CH:17]=[CH:16][CH:15]=[C:14]([C:18]([CH3:21])([CH3:20])[CH3:19])[CH:13]=1)=[O:23]. The yield is 0.820. (2) The reactants are [CH3:1][N:2]([CH3:29])[CH2:3][CH2:4][CH2:5][NH:6][C:7]1[CH:12]=[C:11]([CH:13]([OH:28])[C:14]2[CH:19]=[CH:18][C:17]([NH:20]C(=O)OC(C)(C)C)=[CH:16][CH:15]=2)[CH:10]=[CH:9][N:8]=1.[SiH](CC)(CC)CC.C(O)(C(F)(F)F)=O. The catalyst is C(Cl)Cl. The product is [NH2:20][C:17]1[CH:16]=[CH:15][C:14]([CH:13]([C:11]2[CH:10]=[CH:9][N:8]=[C:7]([NH:6][CH2:5][CH2:4][CH2:3][N:2]([CH3:1])[CH3:29])[CH:12]=2)[OH:28])=[CH:19][CH:18]=1. The yield is 0.500. (3) The reactants are [CH:1](=[O:5])[CH:2]([CH3:4])[CH3:3].[C:6](#[N:9])[CH:7]=[CH2:8].Cl. The catalyst is CO. The product is [CH3:3][C:2]([CH3:4])([CH:1]=[O:5])[CH2:8][CH2:7][C:6]#[N:9]. The yield is 0.507.